This data is from HIV replication inhibition screening data with 41,000+ compounds from the AIDS Antiviral Screen. The task is: Binary Classification. Given a drug SMILES string, predict its activity (active/inactive) in a high-throughput screening assay against a specified biological target. (1) The compound is CCCCCCCC(=O)OC(COC(=O)Cc1ccccc1)COC(=O)C(C)(C)C. The result is 0 (inactive). (2) The compound is C[S+](N)(=O)CCC(N)P(=O)(O)O.O=[N+]([O-])c1cc([N+](=O)[O-])c([O-])c([N+](=O)[O-])c1. The result is 0 (inactive).